From a dataset of Catalyst prediction with 721,799 reactions and 888 catalyst types from USPTO. Predict which catalyst facilitates the given reaction. (1) Product: [CH3:1][O:2][C:3](=[O:16])[CH2:4][C:5]1[C:6]([CH3:15])=[C:7]([S:27][C:24]2[CH:25]=[CH:26][C:21]([S:18]([CH3:17])(=[O:20])=[O:19])=[CH:22][CH:23]=2)[N:8]2[C:13]=1[CH:12]=[CH:11][C:10]([F:14])=[CH:9]2. Reactant: [CH3:1][O:2][C:3](=[O:16])[CH2:4][C:5]1[C:6]([CH3:15])=[CH:7][N:8]2[C:13]=1[CH:12]=[CH:11][C:10]([F:14])=[CH:9]2.[CH3:17][S:18]([C:21]1[CH:26]=[CH:25][C:24]([S:27][S:27][C:24]2[CH:25]=[CH:26][C:21]([S:18]([CH3:17])(=[O:20])=[O:19])=[CH:22][CH:23]=2)=[CH:23][CH:22]=1)(=[O:20])=[O:19]. The catalyst class is: 5. (2) Reactant: [CH3:1][C:2]1[CH:12]=[CH:11][C:5]2[C:6](=O)[O:7][C:8](=[O:9])[C:4]=2[CH:3]=1.C[Si](C)(C)[NH:15][Si](C)(C)C. Product: [CH3:1][C:2]1[CH:3]=[C:4]2[C:5](=[CH:11][CH:12]=1)[C:6](=[O:7])[NH:15][C:8]2=[O:9]. The catalyst class is: 159. (3) Reactant: [H-].[Al+3].[Li+].[H-].[H-].[H-].[CH3:7][C:8]1[CH:9]=[C:10]2[C:15](=O)[O:14][C:12](=[O:13])[C:11]2=[CH:17][CH:18]=1.[OH-].[Na+].S([O-])([O-])(=O)=O.[Mg+2]. Product: [CH3:7][C:8]1[CH:18]=[CH:17][C:11]([CH2:12][OH:13])=[C:10]([CH2:15][OH:14])[CH:9]=1. The catalyst class is: 30. (4) The catalyst class is: 7. Product: [CH3:2][O:3][C:4]1[C:9]2[N:10]=[C:11]([C:13]3[NH:14][C:15]4[CH2:20][CH2:19][N:18]([C:43]([C:38]5[CH:39]=[CH:40][CH:41]=[CH:42][C:37]=5[CH3:46])=[O:44])[CH2:17][C:16]=4[N:21]=3)[S:12][C:8]=2[C:7]([N:22]2[CH2:23][CH2:24][O:25][CH2:26][CH2:27]2)=[CH:6][CH:5]=1. Reactant: Cl.[CH3:2][O:3][C:4]1[C:9]2[N:10]=[C:11]([C:13]3[NH:14][C:15]4[CH2:20][CH2:19][NH:18][CH2:17][C:16]=4[N:21]=3)[S:12][C:8]=2[C:7]([N:22]2[CH2:27][CH2:26][O:25][CH2:24][CH2:23]2)=[CH:6][CH:5]=1.C(N(C(C)C)C(C)C)C.[C:37]1([CH3:46])[C:38]([C:43](Cl)=[O:44])=[CH:39][CH:40]=[CH:41][CH:42]=1.